Dataset: Forward reaction prediction with 1.9M reactions from USPTO patents (1976-2016). Task: Predict the product of the given reaction. (1) Given the reactants [O:1]1[C:5]2[CH:6]=[CH:7][CH:8]=[CH:9][C:4]=2[CH:3]=[C:2]1[C:10]1[N:14]2[N:15]=[C:16](Cl)[CH:17]=[CH:18][C:13]2=[N:12][CH:11]=1.C(N(C(C)C)CC)(C)C.[NH:29]1[CH2:33][CH2:32][CH2:31][C@H:30]1[CH2:34][OH:35], predict the reaction product. The product is: [O:1]1[C:5]2[CH:6]=[CH:7][CH:8]=[CH:9][C:4]=2[CH:3]=[C:2]1[C:10]1[N:14]2[N:15]=[C:16]([N:29]3[CH2:33][CH2:32][CH2:31][C@H:30]3[CH2:34][OH:35])[CH:17]=[CH:18][C:13]2=[N:12][CH:11]=1. (2) Given the reactants Cl.[CH:2]1([NH:8][OH:9])[CH2:7][CH2:6][CH2:5][CH2:4][CH2:3]1.[F:10][C:11]([F:33])([F:32])[C:12]1[CH:13]=[CH:14][C:15]([N:18]2[CH2:23][CH2:22][N:21]([C:24]3[CH:31]=[CH:30][CH:29]=[CH:28][C:25]=3[CH:26]=O)[CH2:20][CH2:19]2)=[N:16][CH:17]=1, predict the reaction product. The product is: [CH:2]1([N+:8]([O-:9])=[CH:26][C:25]2[CH:28]=[CH:29][CH:30]=[CH:31][C:24]=2[N:21]2[CH2:22][CH2:23][N:18]([C:15]3[CH:14]=[CH:13][C:12]([C:11]([F:33])([F:10])[F:32])=[CH:17][N:16]=3)[CH2:19][CH2:20]2)[CH2:7][CH2:6][CH2:5][CH2:4][CH2:3]1. (3) Given the reactants [CH3:1][NH:2][C:3]([C:5]1[N:6]([CH3:32])[C:7]([CH2:20][NH:21][S:22]([C:25]2[CH:30]=[CH:29][C:28]([CH3:31])=[CH:27][CH:26]=2)(=[O:24])=[O:23])=[CH:8][C:9](=[O:19])[C:10]=1[O:11]CC1C=CC=CC=1)=[O:4].C1(S(C(N)C2N(C)C(C(O)=O)=C(O)C(=O)C=2)(=O)=O)C=CC=CC=1, predict the reaction product. The product is: [CH3:1][NH:2][C:3]([C:5]1[N:6]([CH3:32])[C:7]([CH2:20][NH:21][S:22]([C:25]2[CH:26]=[CH:27][C:28]([CH3:31])=[CH:29][CH:30]=2)(=[O:23])=[O:24])=[CH:8][C:9](=[O:19])[C:10]=1[OH:11])=[O:4]. (4) The product is: [C:1]([O:5][C:6]([N:8]([C:20]([O:22][C:23]([CH3:26])([CH3:25])[CH3:24])=[O:21])[C:9]1[C:10]([C:16]([O:18][CH3:19])=[O:17])=[N:11][C:12]([C:27]([CH3:29])=[CH2:28])=[CH:13][N:14]=1)=[O:7])([CH3:4])([CH3:3])[CH3:2]. Given the reactants [C:1]([O:5][C:6]([N:8]([C:20]([O:22][C:23]([CH3:26])([CH3:25])[CH3:24])=[O:21])[C:9]1[C:10]([C:16]([O:18][CH3:19])=[O:17])=[N:11][C:12](Br)=[CH:13][N:14]=1)=[O:7])([CH3:4])([CH3:3])[CH3:2].[C:27](B1OC(C)(C)C(C)(C)O1)([CH3:29])=[CH2:28], predict the reaction product. (5) Given the reactants [CH:1]([N:14]1[CH2:17][CH:16]([C:18](O)=[O:19])[CH2:15]1)([C:8]1[CH:13]=[CH:12][CH:11]=[CH:10][CH:9]=1)[C:2]1[CH:7]=[CH:6][CH:5]=[CH:4][CH:3]=1.CN([P+](O[N:39]1N=[N:39][C:34]2[CH:35]=[CH:36][CH:36]=[CH:35][C:34]1=2)(N(C)C)N(C)C)C.F[P-](F)(F)(F)(F)F.Cl.N1CCC1.[OH-].[Na+], predict the reaction product. The product is: [N:39]1([C:18]([CH:16]2[CH2:17][N:14]([CH:1]([C:2]3[CH:7]=[CH:6][CH:5]=[CH:4][CH:3]=3)[C:8]3[CH:9]=[CH:10][CH:11]=[CH:12][CH:13]=3)[CH2:15]2)=[O:19])[CH2:36][CH2:35][CH2:34]1. (6) Given the reactants [Cl:1][C:2]1[N:7]=[C:6](Cl)[CH:5]=[CH:4][N:3]=1.C(N(CC)CC)C.[C:16]([C:18]1[CH:19]=[CH:20][C:21]([O:31][CH3:32])=[C:22]([NH:24][C:25](=[O:30])[C:26]([F:29])([F:28])[F:27])[CH:23]=1)#[CH:17], predict the reaction product. The product is: [Cl:1][C:2]1[N:7]=[C:6]([C:17]#[C:16][C:18]2[CH:19]=[CH:20][C:21]([O:31][CH3:32])=[C:22]([NH:24][C:25](=[O:30])[C:26]([F:27])([F:28])[F:29])[CH:23]=2)[CH:5]=[CH:4][N:3]=1.